Dataset: NCI-60 drug combinations with 297,098 pairs across 59 cell lines. Task: Regression. Given two drug SMILES strings and cell line genomic features, predict the synergy score measuring deviation from expected non-interaction effect. (1) Drug 1: C1=CC(=CC=C1CCC2=CNC3=C2C(=O)NC(=N3)N)C(=O)NC(CCC(=O)O)C(=O)O. Synergy scores: CSS=22.0, Synergy_ZIP=2.33, Synergy_Bliss=1.25, Synergy_Loewe=-11.9, Synergy_HSA=-1.36. Drug 2: CC(C1=C(C=CC(=C1Cl)F)Cl)OC2=C(N=CC(=C2)C3=CN(N=C3)C4CCNCC4)N. Cell line: M14. (2) Drug 1: CC1=C2C(C(=O)C3(C(CC4C(C3C(C(C2(C)C)(CC1OC(=O)C(C(C5=CC=CC=C5)NC(=O)OC(C)(C)C)O)O)OC(=O)C6=CC=CC=C6)(CO4)OC(=O)C)OC)C)OC. Drug 2: COC1=CC(=CC(=C1O)OC)C2C3C(COC3=O)C(C4=CC5=C(C=C24)OCO5)OC6C(C(C7C(O6)COC(O7)C8=CC=CS8)O)O. Cell line: OVCAR3. Synergy scores: CSS=35.0, Synergy_ZIP=-11.4, Synergy_Bliss=-16.6, Synergy_Loewe=-16.2, Synergy_HSA=-12.3. (3) Drug 1: CC1=C2C(C(=O)C3(C(CC4C(C3C(C(C2(C)C)(CC1OC(=O)C(C(C5=CC=CC=C5)NC(=O)OC(C)(C)C)O)O)OC(=O)C6=CC=CC=C6)(CO4)OC(=O)C)OC)C)OC. Drug 2: C1CN(CCN1C(=O)CCBr)C(=O)CCBr. Cell line: OVCAR-5. Synergy scores: CSS=49.0, Synergy_ZIP=0.970, Synergy_Bliss=0.780, Synergy_Loewe=-12.0, Synergy_HSA=2.52. (4) Drug 1: CC1OCC2C(O1)C(C(C(O2)OC3C4COC(=O)C4C(C5=CC6=C(C=C35)OCO6)C7=CC(=C(C(=C7)OC)O)OC)O)O. Drug 2: C1CCC(CC1)NC(=O)N(CCCl)N=O. Cell line: NCI-H460. Synergy scores: CSS=53.1, Synergy_ZIP=6.16, Synergy_Bliss=5.33, Synergy_Loewe=-7.75, Synergy_HSA=7.69. (5) Drug 1: CC12CCC3C(C1CCC2=O)CC(=C)C4=CC(=O)C=CC34C. Drug 2: CC1=C(C=C(C=C1)NC(=O)C2=CC=C(C=C2)CN3CCN(CC3)C)NC4=NC=CC(=N4)C5=CN=CC=C5. Cell line: KM12. Synergy scores: CSS=20.9, Synergy_ZIP=-1.29, Synergy_Bliss=-14.0, Synergy_Loewe=-18.0, Synergy_HSA=-15.6. (6) Drug 1: C1CN(P(=O)(OC1)NCCCl)CCCl. Drug 2: B(C(CC(C)C)NC(=O)C(CC1=CC=CC=C1)NC(=O)C2=NC=CN=C2)(O)O. Cell line: MCF7. Synergy scores: CSS=22.9, Synergy_ZIP=-8.81, Synergy_Bliss=-3.03, Synergy_Loewe=-17.2, Synergy_HSA=-0.996. (7) Drug 1: C1CCC(C1)C(CC#N)N2C=C(C=N2)C3=C4C=CNC4=NC=N3. Drug 2: C1CN1P(=S)(N2CC2)N3CC3. Cell line: UO-31. Synergy scores: CSS=13.7, Synergy_ZIP=-6.07, Synergy_Bliss=-4.29, Synergy_Loewe=-6.20, Synergy_HSA=-2.80.